This data is from Experimentally validated miRNA-target interactions with 360,000+ pairs, plus equal number of negative samples. The task is: Binary Classification. Given a miRNA mature sequence and a target amino acid sequence, predict their likelihood of interaction. (1) The miRNA is hsa-miR-510-5p with sequence UACUCAGGAGAGUGGCAAUCAC. The protein sequence of the target gene is MAVMDLSSPWALTKQDSACFHLRNAEEERMIAVFLTTWLQEPMTFKDVAVEFTQEEWMMLDSAQRSLYRDVMLENYRNLTSVEYQLYRLTVISPLDQEEIRNMKKRIPQAICPDQKIQPKTKESTVQKILWEEPSNAVKMIKLTMHNWSSTLREDWECHKIRKQHKIPGGHWRQMIYAPKKTVPQELFRDYHELEENSKLGSKLIFSQSIFTSKHCQKCYSEIGCLKHNSIINNYVKNSISEKLYESHECDTTLWHFQRNQTVQKEYTYSKHGMHFTHNMFPVPNNLHMAQNACECNKDE.... Result: 1 (interaction). (2) The miRNA is mmu-miR-344e-3p with sequence GAUAUAACCAAAGCCUGACUAU. The protein sequence of the target gene is MWNDIELLTNDDTGSGYLSVGSRKEHGTALYQVDLLVKISSEKASLNPKIQACSLSDGFIIVADQSVILLDSICRSLQLHLVFDTEVDVVGLCQEGKFLLVGERSGNLHLIHVTSKQTLLTNAFVQKANDENRRTYQNLVIEKDGSNEGTYYMLLLTYSGFFCITNLQLLKIQQAIENVDFSTAKKLQGQIKSSFISTENYHTLGCLSLVAGDLASEVPVIIGGTGNCAFSKWEPDSSKKGMTVKNLIDAEIIKGAKKFQLIDNLLFVLDTDNVLSLWDIYTLTPVWNWPSLHVEEFLLT.... Result: 0 (no interaction). (3) The miRNA is hsa-miR-616-5p with sequence ACUCAAAACCCUUCAGUGACUU. The protein sequence of the target gene is MIRGAPAPMAEPPPVVFCHDSPKRVLVSVIRTTPATPPCSSVGEPEPPPPLVPTSPGFSDFMVYPWRWGENAHNVTLSPGAAGGVVSAGLPVAAELPTLRGAPQSSASVAAVSGGEDEEEASSPDSGHLKDGIRRGRPRADTVRDLINEGEHSSSRIRCNICNRVFPREKSLQAHKRTHTGERPYLCDYPDCGKAFVQSGQLKTHQRLHTGEKPFVCSENGCLSRFTHANRHCPKHPYARLKREEPTDALSKHQSPDNKAAAEWLAKYWEMREQRTPTLKGKLVQKADQEQQDPLEYLQS.... Result: 0 (no interaction). (4) The miRNA is rno-miR-126a-5p with sequence CAUUAUUACUUUUGGUACGCG. The protein sequence of the target gene is MDRGRPAGSPLSASAEPAPLAAAIRDSRPGRTGPGPAGPGGGSRSGSGRPAAANAARERSRVQTLRHAFLELQRTLPSVPPDTKLSKLDVLLLATTYIAHLTRSLQDDAEAPADAGLGALRGDGYLHPVKKWPMRSRLYIGATGQFLKHSVSGEKTNHDNTPTDSQP. Result: 0 (no interaction).